From a dataset of Catalyst prediction with 721,799 reactions and 888 catalyst types from USPTO. Predict which catalyst facilitates the given reaction. (1) Product: [C:1]([C:4]1[N:8]2[N:9]=[CH:10][CH:11]=[CH:12][C:7]2=[C:6]([C:13]([NH:17][CH2:18][C:19]2[C:20](=[O:28])[NH:21][C:22]([CH3:27])=[CH:23][C:24]=2[O:25][CH3:26])=[O:15])[C:5]=1[CH3:16])(=[O:3])[CH3:2]. The catalyst class is: 46. Reactant: [C:1]([C:4]1[N:8]2[N:9]=[CH:10][CH:11]=[CH:12][C:7]2=[C:6]([C:13]([OH:15])=O)[C:5]=1[CH3:16])(=[O:3])[CH3:2].[NH2:17][CH2:18][C:19]1[C:20]([OH:28])=[N:21][C:22]([CH3:27])=[CH:23][C:24]=1[O:25][CH3:26].C(N(CC)CC)C. (2) Product: [NH:11]1[C:12]2[C:8](=[CH:7][C:6]([C:3]3[N:4]=[C:47]([CH2:46][N:29]4[CH2:30][CH2:31][CH2:32][C:33]([C:40]5[CH:45]=[CH:44][CH:43]=[CH:42][CH:41]=5)([C:34]5[CH:39]=[CH:38][CH:37]=[CH:36][CH:35]=5)[C:28]4=[O:27])[O:1][N:2]=3)=[CH:14][CH:13]=2)[CH:9]=[N:10]1. Reactant: [OH:1][NH:2]/[C:3](/[C:6]1[CH:7]=[C:8]2[C:12](=[CH:13][CH:14]=1)[NH:11][N:10]=[CH:9]2)=[N:4]\[H].Cl.C(N=C=NCCCN(C)C)C.[O:27]=[C:28]1[C:33]([C:40]2[CH:45]=[CH:44][CH:43]=[CH:42][CH:41]=2)([C:34]2[CH:39]=[CH:38][CH:37]=[CH:36][CH:35]=2)[CH2:32][CH2:31][CH2:30][N:29]1[CH2:46][C:47](O)=O.CN(C)C=O. The catalyst class is: 68. (3) Reactant: [C:1]([CH:3](O[Si](C)(C)C)[C:4]1[C:12]2[C:7](=[N:8][CH:9]=[CH:10][CH:11]=2)[NH:6][C:5]=1[C:13]([O:15][CH3:16])=[O:14])#[N:2].O([Si](C)(C)C)S(C(F)(F)F)(=O)=O.C([SiH](CC)CC)C. The catalyst class is: 4. Product: [C:1]([CH2:3][C:4]1[C:12]2[C:7](=[N:8][CH:9]=[CH:10][CH:11]=2)[NH:6][C:5]=1[C:13]([O:15][CH3:16])=[O:14])#[N:2].